Dataset: Catalyst prediction with 721,799 reactions and 888 catalyst types from USPTO. Task: Predict which catalyst facilitates the given reaction. (1) Reactant: [NH2:1][C@@:2]([C:6]1[CH:11]=[C:10]([Br:12])[CH:9]=[CH:8][C:7]=1[F:13])([CH3:5])[CH2:3][OH:4].[CH3:14][O:15][C:16]1[CH:23]=[C:22]([O:24][CH3:25])[CH:21]=[CH:20][C:17]=1[CH:18]=O.C(O[BH-](OC(=O)C)OC(=O)C)(=O)C.[Na+]. Product: [Br:12][C:10]1[CH:9]=[CH:8][C:7]([F:13])=[C:6]([C@:2]([NH:1][CH2:18][C:17]2[CH:20]=[CH:21][C:22]([O:24][CH3:25])=[CH:23][C:16]=2[O:15][CH3:14])([CH3:5])[CH2:3][OH:4])[CH:11]=1. The catalyst class is: 26. (2) Product: [C:19]([O:43][CH:44]1[CH2:45][C:46]([CH3:54])([CH3:53])[N:47]([O:52][CH2:13][CH:12]([OH:71])[CH3:11])[C:48]([CH3:51])([CH3:50])[CH2:49]1)(=[O:42])[CH2:20][CH2:21][CH2:22][CH2:23][CH2:24][CH2:25][CH2:26][CH2:27][C:28]([O:30][CH:31]1[CH2:32][C:33]([CH3:40])([CH3:41])[N:34]([O:39][CH2:15][CH:16]([OH:18])[CH3:17])[C:35]([CH3:37])([CH3:38])[CH2:36]1)=[O:29]. Reactant: C([SnH](C[CH2:11][CH2:12][CH3:13])CCCC)CCC.Br[CH2:15][CH:16]([OH:18])[CH3:17].[C:19]([O:43][CH:44]1[CH2:49][C:48]([CH3:51])([CH3:50])[N:47]([OH:52])[C:46]([CH3:54])([CH3:53])[CH2:45]1)(=[O:42])[CH2:20][CH2:21][CH2:22][CH2:23][CH2:24][CH2:25][CH2:26][CH2:27][C:28]([O:30][CH:31]1[CH2:36][C:35]([CH3:38])([CH3:37])[N:34]([OH:39])[C:33]([CH3:41])([CH3:40])[CH2:32]1)=[O:29].CCCCCCC.CCCCCCC.C(OCC)(=[O:71])C. The catalyst class is: 159. (3) Reactant: [Br:1][C:2]1[CH:7]=[CH:6][CH:5]=[C:4](F)[N:3]=1.[CH3:9][CH:10]1[NH:15][CH2:14][CH:13]([NH:16][C:17](=[O:23])[O:18][C:19]([CH3:22])([CH3:21])[CH3:20])[CH2:12][CH2:11]1. Product: [Br:1][C:2]1[N:3]=[C:4]([N:15]2[CH:10]([CH3:9])[CH2:11][CH2:12][CH:13]([NH:16][C:17](=[O:23])[O:18][C:19]([CH3:22])([CH3:21])[CH3:20])[CH2:14]2)[CH:5]=[CH:6][CH:7]=1. The catalyst class is: 16.